The task is: Predict the reaction yield, written as a fraction of the theoretical maximum amount of product (1.0 means a 100% yield; for example, 0.34 means a 34% yield).. This data is from Reaction yield outcomes from USPTO patents with 853,638 reactions. (1) The reactants are [F:1][C:2]1[CH:41]=[CH:40][C:5]([C:6](/[N:8]=[C:9]2\[NH:10][C:11]3[CH:27]=[CH:26][C:25]([CH2:28][O:29][Si](C(C)C)(C(C)C)C(C)C)=[CH:24][C:12]=3[N:13]\2[C@@H:14]2[CH2:19][CH2:18][C@H:17]([C:20]([O:22][CH3:23])=[O:21])[CH2:16][CH2:15]2)=[O:7])=[CH:4][CH:3]=1.CCCC[N+](CCCC)(CCCC)CCCC.[F-]. The catalyst is C1COCC1. The product is [F:1][C:2]1[CH:3]=[CH:4][C:5]([C:6](/[N:8]=[C:9]2\[NH:10][C:11]3[CH:27]=[CH:26][C:25]([CH2:28][OH:29])=[CH:24][C:12]=3[N:13]\2[C@@H:14]2[CH2:19][CH2:18][C@H:17]([C:20]([O:22][CH3:23])=[O:21])[CH2:16][CH2:15]2)=[O:7])=[CH:40][CH:41]=1. The yield is 0.426. (2) The reactants are [OH:1][CH2:2][C:3]1([CH3:49])[CH2:11][C:10]2[N:9](COCC[Si](C)(C)C)[N:8]=[C:7]([C:20]3[N:21](COCC[Si](C)(C)C)[C:22]4[C:27]([CH:28]=3)=[CH:26][CH:25]=[C:24]([N:29]([CH3:40])[C:30](=[O:39])[CH2:31][N:32]3[CH2:37][CH2:36][CH2:35][CH2:34][C:33]3=[O:38])[CH:23]=4)[C:6]=2[CH2:5][CH2:4]1.[F-].C([N+](CCCC)(CCCC)CCCC)CCC. The catalyst is CN(C)C=O. The product is [OH:1][CH2:2][C:3]1([CH3:49])[CH2:11][C:10]2[NH:9][N:8]=[C:7]([C:20]3[NH:21][C:22]4[C:27]([CH:28]=3)=[CH:26][CH:25]=[C:24]([N:29]([CH3:40])[C:30](=[O:39])[CH2:31][N:32]3[CH2:37][CH2:36][CH2:35][CH2:34][C:33]3=[O:38])[CH:23]=4)[C:6]=2[CH2:5][CH2:4]1. The yield is 0.160. (3) The reactants are [CH3:1][C:2]1[CH:7]=[CH:6][C:5](OS(C(F)(F)F)(=O)=O)=[C:4]([N+:16]([O-])=O)[CH:3]=1.[CH3:19][O:20][C:21]1[CH:22]=[C:23]([SH:29])[CH:24]=[CH:25][C:26]=1[O:27][CH3:28]. No catalyst specified. The product is [CH3:19][O:20][C:21]1[CH:22]=[C:23]([S:29][C:5]2[CH:6]=[CH:7][C:2]([CH3:1])=[CH:3][C:4]=2[NH2:16])[CH:24]=[CH:25][C:26]=1[O:27][CH3:28]. The yield is 0.640. (4) The reactants are Cl[C:2]1[CH:7]=[CH:6][C:5]([O:8][C:9]2[CH:14]=[CH:13][C:12]([F:15])=[C:11]([F:16])[CH:10]=2)=[CH:4][N:3]=1.[F:17][C:18]1[CH:19]=[C:20]([CH:22]=[CH:23][C:24]=1[N:25]1[CH2:30][CH2:29][O:28][CH2:27][CH2:26]1)[NH2:21].C1(P(C2C=CC=CC=2)C2C3OC4C(=CC=CC=4P(C4C=CC=CC=4)C4C=CC=CC=4)C(C)(C)C=3C=CC=2)C=CC=CC=1.C(=O)([O-])[O-].[Cs+].[Cs+]. The catalyst is O1CCOCC1.C(OCC)(=O)C. The product is [F:16][C:11]1[CH:10]=[C:9]([CH:14]=[CH:13][C:12]=1[F:15])[O:8][C:5]1[CH:6]=[CH:7][C:2]([NH:21][C:20]2[CH:22]=[CH:23][C:24]([N:25]3[CH2:26][CH2:27][O:28][CH2:29][CH2:30]3)=[C:18]([F:17])[CH:19]=2)=[N:3][CH:4]=1. The yield is 0.250. (5) The reactants are C(OC(OCC)[C:5]1[CH:10]=[CH:9][C:8](C2C(=O)[C:6]3[C:7](C(OC)=O)=[CH:8][CH:9]=[CH:10][C:5]=3NC2[C:5]2[CH:10]=[CH:9][CH:8]=[CH:7][CH:6]=2)=[CH:7][CH:6]=1)C.[CH2:35]([O:37][CH:38]([O:67][CH2:68][CH3:69])[C:39]1[CH:44]=[CH:43][C:42]([CH:45]2[C:54](=O)[C:53]3[C:52]([C:56]([O:58]CC)=O)=[CH:51][CH:50]=[CH:49][C:48]=3[NH:47][CH:46]2C2C=CC=CC=2)=[CH:41][CH:40]=1)[CH3:36].O.[NH2:71][NH2:72]. The catalyst is CO. The product is [CH2:68]([O:67][CH:38]([O:37][CH2:35][CH3:36])[C:39]1[CH:40]=[CH:41][C:42]([CH:45]2[C:54]3=[N:71][NH:72][C:56](=[O:58])[C:52]4[CH:51]=[CH:50][CH:49]=[C:48]([C:53]=43)[NH:47][CH:46]2[C:5]2[CH:10]=[CH:9][CH:8]=[CH:7][CH:6]=2)=[CH:43][CH:44]=1)[CH3:69]. The yield is 0.650. (6) The reactants are [NH:1]([C:30]([O:32][C:33]([CH3:36])([CH3:35])[CH3:34])=[O:31])[C@H:2]([C:27](O)=[O:28])[CH2:3][CH2:4][CH2:5][NH:6][C:7](=[NH:26])[NH:8][S:9]([C:12]1[C:24]([CH3:25])=[C:23]2[C:17]([O:18][C:19]([CH2:22]2)([CH3:21])[CH3:20])=[C:15]([CH3:16])[C:13]=1[CH3:14])(=[O:11])=[O:10].CCN(C(C)C)C(C)C.CN(C(ON1N=NC2C=CC=NC1=2)=[N+](C)C)C.F[P-](F)(F)(F)(F)F.[CH2:70]([O:72][C:73](=[O:96])[CH2:74][N:75]([C:77](=[O:95])[C@@H:78]([NH2:94])[CH2:79][N:80]([CH3:93])[S:81]([C:84]1[CH:89]=[CH:88][CH:87]=[CH:86][C:85]=1[N+:90]([O-:92])=[O:91])(=[O:83])=[O:82])[CH3:76])[CH3:71]. The catalyst is CN(C=O)C. The product is [CH2:70]([O:72][C:73](=[O:96])[CH2:74][N:75]([C:77](=[O:95])[C@@H:78]([NH:94][C:27](=[O:28])[C@@H:2]([NH:1][C:30]([O:32][C:33]([CH3:36])([CH3:35])[CH3:34])=[O:31])[CH2:3][CH2:4][CH2:5][NH:6]/[C:7](/[NH2:26])=[N:8]\[S:9]([C:12]1[C:13]([CH3:14])=[C:15]([CH3:16])[C:17]2[O:18][C:19]([CH3:21])([CH3:20])[CH2:22][C:23]=2[C:24]=1[CH3:25])(=[O:11])=[O:10])[CH2:79][N:80]([CH3:93])[S:81]([C:84]1[CH:89]=[CH:88][CH:87]=[CH:86][C:85]=1[N+:90]([O-:92])=[O:91])(=[O:83])=[O:82])[CH3:76])[CH3:71]. The yield is 0.590. (7) The reactants are [CH:1]1([CH:6]=[C:7]2[CH2:16][CH2:15][C:14]3[CH:13]=[C:12]([C:17]([O:19][CH3:20])=[O:18])[CH:11]=[CH:10][C:9]=3[C:8]2=O)[CH2:5][CH2:4][CH2:3][CH2:2]1.Cl.[Cl:23][C:24]1[CH:31]=[C:30]([NH:32][NH2:33])[CH:29]=[CH:28][C:25]=1[C:26]#[N:27]. The catalyst is C(O)C. The product is [Cl:23][C:24]1[CH:31]=[C:30]([N:32]2[CH:6]([CH:1]3[CH2:5][CH2:4][CH2:3][CH2:2]3)[CH:7]3[C:8]([C:9]4[CH:10]=[CH:11][C:12]([C:17]([O:19][CH3:20])=[O:18])=[CH:13][C:14]=4[CH2:15][CH2:16]3)=[N:33]2)[CH:29]=[CH:28][C:25]=1[C:26]#[N:27]. The yield is 0.870. (8) The reactants are [NH2:1][C:2]([NH2:4])=[S:3].[CH3:5][CH:6]([CH3:14])[C:7](=O)[CH2:8][C:9](OC)=[O:10].C([O-])([O-])=O.[K+].[K+].Cl. The catalyst is O.CO. The yield is 0.460. The product is [CH:6]([C:7]1[N:4]=[C:2]([SH:3])[N:1]=[C:9]([OH:10])[CH:8]=1)([CH3:14])[CH3:5].